This data is from Reaction yield outcomes from USPTO patents with 853,638 reactions. The task is: Predict the reaction yield, written as a fraction of the theoretical maximum amount of product (1.0 means a 100% yield; for example, 0.34 means a 34% yield). (1) The reactants are [Cl:1][C:2]1[C:7]2[NH:8][C:9]([CH3:11])=[N:10][C:6]=2[C:5]([O:12][CH3:13])=[C:4]([C:14]([O:16]C)=[O:15])[CH:3]=1.[OH-].[Na+]. The catalyst is C1COCC1. The product is [Cl:1][C:2]1[C:7]2[NH:8][C:9]([CH3:11])=[N:10][C:6]=2[C:5]([O:12][CH3:13])=[C:4]([C:14]([OH:16])=[O:15])[CH:3]=1. The yield is 1.00. (2) The reactants are Cl.[NH:2]([C:4]1[C:13]2[C:8](=[CH:9][CH:10]=[CH:11][CH:12]=2)[CH:7]=[N:6][N:5]=1)[NH2:3].[O:14]=[C:15]([CH2:19][CH2:20][C:21]([OH:23])=[O:22])[C:16](O)=[O:17]. The catalyst is O. The product is [O:14]=[C:15]([CH2:19][CH2:20][C:21]([OH:23])=[O:22])[C:16](=[N:2][NH2:3])[OH:17].[NH:2]([C:4]1[C:13]2[C:8](=[CH:9][CH:10]=[CH:11][CH:12]=2)[CH:7]=[N:6][N:5]=1)[NH2:3]. The yield is 0.880. (3) The product is [CH3:11][N:7]1[CH:6]=[C:5]2[C:9]([CH:10]=[C:2]([C:26]3[N:27]=[CH:28][S:29][CH:30]=3)[CH:3]=[C:4]2[O:12][C@@H:13]([C@H:15]2[CH2:19][NH:18][C:17](=[O:20])[CH2:16]2)[CH3:14])=[N:8]1. The reactants are Br[C:2]1[CH:3]=[C:4]([O:12][C@@H:13]([C@H:15]2[CH2:19][NH:18][C:17](=[O:20])[CH2:16]2)[CH3:14])[C:5]2[C:9]([CH:10]=1)=[N:8][N:7]([CH3:11])[CH:6]=2.C([Sn](CCCC)(CCCC)[C:26]1[N:27]=[CH:28][S:29][CH:30]=1)CCC. The yield is 0.190. The catalyst is O1CCOCC1. (4) The product is [ClH:49].[NH2:25][C@H:20]1[C@H:19]([CH3:18])[CH2:24][CH2:23][N:22]([C:3]2[C:2]([Br:1])=[CH:7][N:6]=[C:5]3[NH:8][CH:9]=[C:10]([NH:11][C:12](=[O:16])[CH:13]([CH3:15])[CH3:14])[C:4]=23)[CH2:21]1. The catalyst is CCCCO.C(Cl)Cl.CO.CCOCC. The reactants are [Br:1][C:2]1[C:3](F)=[C:4]2[C:10]([NH:11][C:12](=[O:16])[CH:13]([CH3:15])[CH3:14])=[CH:9][NH:8][C:5]2=[N:6][CH:7]=1.[CH3:18][C@@H:19]1[CH2:24][CH2:23][NH:22][CH2:21][C@H:20]1[NH:25]C(=O)OC(C)(C)C.CCN(C(C)C)C(C)C.C(O)(C(F)(F)F)=O.[ClH:49]. The yield is 0.0400.